From a dataset of Forward reaction prediction with 1.9M reactions from USPTO patents (1976-2016). Predict the product of the given reaction. Given the reactants [Cl:1][C:2]1[CH:3]=[C:4]([C@@H:16]([NH:23][C:24](=[O:44])[CH2:25][NH:26][C:27](=[O:43])[C:28]2[CH:33]=[C:32]([NH:34][C:35]3[NH:36][CH2:37][CH:38]([OH:41])[CH2:39][N:40]=3)[CH:31]=[C:30]([OH:42])[CH:29]=2)[CH2:17][C:18]([O:20]CC)=[O:19])[CH:5]=[C:6]([C:8]2([CH2:14][F:15])[CH2:13][CH2:12][O:11][CH2:10][CH2:9]2)[CH:7]=1.O.[OH-].[Li+], predict the reaction product. The product is: [Cl:1][C:2]1[CH:3]=[C:4]([C@@H:16]([NH:23][C:24](=[O:44])[CH2:25][NH:26][C:27](=[O:43])[C:28]2[CH:33]=[C:32]([NH:34][C:35]3[NH:40][CH2:39][CH:38]([OH:41])[CH2:37][N:36]=3)[CH:31]=[C:30]([OH:42])[CH:29]=2)[CH2:17][C:18]([OH:20])=[O:19])[CH:5]=[C:6]([C:8]2([CH2:14][F:15])[CH2:13][CH2:12][O:11][CH2:10][CH2:9]2)[CH:7]=1.